The task is: Predict the reactants needed to synthesize the given product.. This data is from Full USPTO retrosynthesis dataset with 1.9M reactions from patents (1976-2016). (1) Given the product [CH2:1]([O:5][C:6](=[O:45])[CH2:7][NH:8][C:9]1[CH:14]=[CH:13][CH:12]=[C:11]([CH:15]([S:29]([C:32]2[CH:37]=[CH:36][CH:35]=[CH:34][N:33]=2)(=[O:30])=[O:31])[NH:16][CH2:17][C:18]2[CH:23]=[CH:22][C:21]([C:24]3[S:25][CH:26]=[CH:27][N:28]=3)=[CH:20][CH:19]=2)[N:10]=1)[CH3:2], predict the reactants needed to synthesize it. The reactants are: [C:1]([O:5][C:6](=[O:45])[CH2:7][N:8](C(OC(C)(C)C)=O)[C:9]1[CH:14]=[CH:13][CH:12]=[C:11]([CH:15]([S:29]([C:32]2[CH:37]=[CH:36][CH:35]=[CH:34][N:33]=2)(=[O:31])=[O:30])[NH:16][CH2:17][C:18]2[CH:23]=[CH:22][C:21]([C:24]3[S:25][CH:26]=[CH:27][N:28]=3)=[CH:20][CH:19]=2)[N:10]=1)(C)(C)[CH3:2].Cl.C(O)C. (2) Given the product [C:12]([C:8]1[CH:7]=[C:6]([CH:11]=[CH:10][CH:9]=1)[CH2:5][C:1]#[N:2])#[N:13], predict the reactants needed to synthesize it. The reactants are: [C-:1]#[N:2].[Na+].Br[CH2:5][C:6]1[CH:11]=[CH:10][CH:9]=[C:8]([C:12]#[N:13])[CH:7]=1.IC. (3) Given the product [CH3:1][C:2]1[CH:7]=[CH:6][C:5]([C:8]2[CH:13]=[CH:12][CH:11]=[CH:10][CH:9]=2)=[CH:4][C:3]=1[NH:14][C:37](=[O:38])[C:36]1[CH:35]=[CH:34][C:33]([O:32][CH2:31][C:26]2[CH:27]=[CH:28][CH:29]=[CH:30][N:25]=2)=[CH:41][CH:40]=1, predict the reactants needed to synthesize it. The reactants are: [CH3:1][C:2]1[CH:7]=[CH:6][C:5]([C:8]2[CH:13]=[CH:12][CH:11]=[CH:10][CH:9]=2)=[CH:4][C:3]=1[NH2:14].CCN(C(C)C)C(C)C.Cl.[N:25]1[CH:30]=[CH:29][CH:28]=[CH:27][C:26]=1[CH2:31][O:32][C:33]1[CH:41]=[CH:40][C:36]([C:37](Cl)=[O:38])=[CH:35][CH:34]=1.[OH-].[Na+]. (4) The reactants are: Br[C:2]1[CH:7]=[CH:6][C:5]([C@@H:8]2[CH2:10][C@H:9]2[NH:11][CH2:12][C:13]([NH2:15])=[O:14])=[CH:4][CH:3]=1.[F:16][C:17]([F:28])([F:27])[C:18]1[CH:19]=[C:20](B(O)O)[CH:21]=[CH:22][CH:23]=1.C([O-])([O-])=O.[K+].[K+]. Given the product [F:16][C:17]([F:28])([F:27])[C:18]1[CH:23]=[C:22]([C:2]2[CH:7]=[CH:6][C:5]([C@@H:8]3[CH2:10][C@H:9]3[NH:11][CH2:12][C:13]([NH2:15])=[O:14])=[CH:4][CH:3]=2)[CH:21]=[CH:20][CH:19]=1, predict the reactants needed to synthesize it. (5) Given the product [CH3:1][S:2]([O:5][CH2:6][CH2:7][N:8]([CH2:36][CH2:37][Br:38])[C:9]1[CH:14]=[CH:13][C:12]([N+:15]([O-:17])=[O:16])=[CH:11][C:10]=1[C:18](=[O:35])[NH:19][CH2:20][CH2:21][O:22][P:23]([OH:25])([OH:30])=[O:24])(=[O:4])=[O:3], predict the reactants needed to synthesize it. The reactants are: [CH3:1][S:2]([O:5][CH2:6][CH2:7][N:8]([CH2:36][CH2:37][Br:38])[C:9]1[CH:14]=[CH:13][C:12]([N+:15]([O-:17])=[O:16])=[CH:11][C:10]=1[C:18](=[O:35])[NH:19][CH2:20][CH2:21][O:22][P:23]([O:30]C(C)(C)C)([O:25]C(C)(C)C)=[O:24])(=[O:4])=[O:3].C(O)(C(F)(F)F)=O. (6) The reactants are: [CH2:1]([C:8]1[S:12][C:11]([NH:13][C:14](=[O:25])[C:15]2[CH:20]=[C:19]([O:21]C)[CH:18]=[C:17]([O:23]C)[CH:16]=2)=[N:10][C:9]=1[C:26]1[CH:31]=[CH:30][C:29]([O:32]C)=[CH:28][CH:27]=1)[C:2]1[CH:7]=[CH:6][CH:5]=[CH:4][CH:3]=1.B(Br)(Br)Br. Given the product [CH2:1]([C:8]1[S:12][C:11]([NH:13][C:14](=[O:25])[C:15]2[CH:20]=[C:19]([OH:21])[CH:18]=[C:17]([OH:23])[CH:16]=2)=[N:10][C:9]=1[C:26]1[CH:27]=[CH:28][C:29]([OH:32])=[CH:30][CH:31]=1)[C:2]1[CH:7]=[CH:6][CH:5]=[CH:4][CH:3]=1, predict the reactants needed to synthesize it. (7) Given the product [CH3:1][N:2]([CH3:20])[C:3](=[O:19])[CH2:4][N:5]1[CH2:11][CH2:10][C:9]2[CH:12]=[C:13]([NH2:16])[CH:14]=[CH:15][C:8]=2[CH2:7][CH2:6]1, predict the reactants needed to synthesize it. The reactants are: [CH3:1][N:2]([CH3:20])[C:3](=[O:19])[CH2:4][N:5]1[CH2:11][CH2:10][C:9]2[CH:12]=[C:13]([N+:16]([O-])=O)[CH:14]=[CH:15][C:8]=2[CH2:7][CH2:6]1.CO.